From a dataset of Forward reaction prediction with 1.9M reactions from USPTO patents (1976-2016). Predict the product of the given reaction. (1) The product is: [NH2:1][C@H:2]([C:25]([OH:27])=[O:26])[CH2:3][CH2:4][CH2:5][CH2:6][NH2:7]. Given the reactants [NH2:1][C@H:2]([C:25]([OH:27])=[O:26])[CH2:3][CH2:4][CH2:5][CH2:6][NH:7]C(OCC1C2C(=CC=CC=2)C2C1=CC=CC=2)=O, predict the reaction product. (2) Given the reactants [OH:1][C:2]1[C:11]2[C:6](=[CH:7][C:8]([O:14][CH3:15])=[C:9]([O:12][CH3:13])[CH:10]=2)[N:5]=[CH:4][C:3]=1C(O)=O.C(OC(C)C)(C)C, predict the reaction product. The product is: [CH3:13][O:12][C:9]1[CH:10]=[C:11]2[C:6](=[CH:7][C:8]=1[O:14][CH3:15])[N:5]=[CH:4][CH:3]=[C:2]2[OH:1]. (3) Given the reactants Br[CH2:2][C:3]1[CH:8]=[CH:7][C:6]([CH2:9][CH2:10][N:11]2[CH:16]=[CH:15][C:14]([O:17][CH2:18][C:19]3[CH:23]=[CH:22][S:21][CH:20]=3)=[CH:13][C:12]2=[O:24])=[CH:5][CH:4]=1.[NH:25]1[CH2:29][CH2:28][CH2:27][CH2:26]1, predict the reaction product. The product is: [N:25]1([CH2:2][C:3]2[CH:8]=[CH:7][C:6]([CH2:9][CH2:10][N:11]3[CH:16]=[CH:15][C:14]([O:17][CH2:18][C:19]4[CH:23]=[CH:22][S:21][CH:20]=4)=[CH:13][C:12]3=[O:24])=[CH:5][CH:4]=2)[CH2:29][CH2:28][CH2:27][CH2:26]1.